Dataset: Catalyst prediction with 721,799 reactions and 888 catalyst types from USPTO. Task: Predict which catalyst facilitates the given reaction. (1) Reactant: [F:1][C:2]([F:40])([F:39])[C:3]1[CH:4]=[C:5]([CH:32]=[C:33]([C:35]([F:38])([F:37])[F:36])[CH:34]=1)[C:6]([N:8]1[CH2:13][CH2:12][C@H:11]([N:14]2[CH2:19][CH2:18][N:17](C(=O)C(F)(F)F)[CH2:16][CH2:15]2)[C@H:10]([C:26]2[CH:31]=[CH:30][CH:29]=[CH:28][CH:27]=2)[CH2:9]1)=[O:7].O.C(=O)([O-])[O-].[K+].[K+]. Product: [F:39][C:2]([F:1])([F:40])[C:3]1[CH:4]=[C:5]([C:6]([N:8]2[CH2:13][CH2:12][C@H:11]([N:14]3[CH2:19][CH2:18][NH:17][CH2:16][CH2:15]3)[C@H:10]([C:26]3[CH:31]=[CH:30][CH:29]=[CH:28][CH:27]=3)[CH2:9]2)=[O:7])[CH:32]=[C:33]([C:35]([F:36])([F:37])[F:38])[CH:34]=1. The catalyst class is: 5. (2) Reactant: [Cl:1][C:2]1[CH:3]=[CH:4][C:5]2[N:6]([C:8]([CH:11]([C:13]3[CH:14]=[C:15]4[C:19](=[CH:20][CH:21]=3)[N:18]([CH3:22])[N:17]=[CH:16]4)O)=[CH:9][N:10]=2)[N:7]=1.II.O[PH2]=O. Product: [Cl:1][C:2]1[CH:3]=[CH:4][C:5]2[N:6]([C:8]([CH2:11][C:13]3[CH:14]=[C:15]4[C:19](=[CH:20][CH:21]=3)[N:18]([CH3:22])[N:17]=[CH:16]4)=[CH:9][N:10]=2)[N:7]=1. The catalyst class is: 52. (3) Reactant: [H-].[Na+].C(S)C.[Br:6][C:7]1[C:12]2[CH:13]=[C:14]([CH2:16][O:17][CH3:18])[O:15][C:11]=2[C:10]([O:19]C)=[CH:9][CH:8]=1. Product: [Br:6][C:7]1[C:12]2[CH:13]=[C:14]([CH2:16][O:17][CH3:18])[O:15][C:11]=2[C:10]([OH:19])=[CH:9][CH:8]=1. The catalyst class is: 9. (4) Reactant: [C:1]1(/[CH:7]=[CH:8]/[C:9]2[NH:10][CH:11]=[C:12]([O:16][CH:17]3[CH2:22][CH2:21][CH2:20][CH2:19][O:18]3)[C:13](=[O:15])[N:14]=2)[CH:6]=[CH:5][CH:4]=[CH:3][CH:2]=1.N1C=CC=CC=1.[S:29](O[S:29]([C:32]([F:35])([F:34])[F:33])(=[O:31])=[O:30])([C:32]([F:35])([F:34])[F:33])(=[O:31])=[O:30].O. Product: [F:33][C:32]([F:35])([F:34])[S:29]([O:15][C:13]1[C:12]([O:16][CH:17]2[CH2:22][CH2:21][CH2:20][CH2:19][O:18]2)=[CH:11][N:10]=[C:9](/[CH:8]=[CH:7]/[C:1]2[CH:6]=[CH:5][CH:4]=[CH:3][CH:2]=2)[N:14]=1)(=[O:31])=[O:30]. The catalyst class is: 2. (5) Reactant: C(Cl)(=O)C.[CH3:5][O:6][CH2:7][C@@H:8]1[CH2:13][C:12]([C:14]([O:16][C:17](C)(C)C)=[O:15])=[CH:11][CH2:10][N:9]1[C:21]([O:23][CH2:24][CH:25]=[CH2:26])=[O:22]. Product: [CH3:5][O:6][CH2:7][C@@H:8]1[CH2:13][C:12]([C:14]([O:16][CH3:17])=[O:15])=[CH:11][CH2:10][N:9]1[C:21]([O:23][CH2:24][CH:25]=[CH2:26])=[O:22]. The catalyst class is: 5. (6) Product: [N:12]1[CH:13]=[CH:14][CH:15]=[CH:16][C:11]=1[N:8]1[C:6]2[N:7]=[C:2]([NH:22][C:21]3[CH:23]=[C:24]([O:28][CH3:29])[C:25]([O:26][CH3:27])=[C:19]([O:18][CH3:17])[CH:20]=3)[N:3]=[CH:4][C:5]=2[CH:10]=[CH:9]1. The catalyst class is: 12. Reactant: Cl[C:2]1[N:3]=[CH:4][C:5]2[CH:10]=[CH:9][N:8]([C:11]3[CH:16]=[CH:15][CH:14]=[CH:13][N:12]=3)[C:6]=2[N:7]=1.[CH3:17][O:18][C:19]1[CH:20]=[C:21]([CH:23]=[C:24]([O:28][CH3:29])[C:25]=1[O:26][CH3:27])[NH2:22].CC(C)([O-])C.[K+]. (7) Reactant: Cl[C:2]1[N:10]=[C:9]([Cl:11])[C:8]([F:12])=[CH:7][C:3]=1[C:4]([OH:6])=[O:5].[F:13][C:14]1[CH:20]=[CH:19][C:17]([NH2:18])=[CH:16][CH:15]=1.C[Si]([N-][Si](C)(C)C)(C)C.[Li+]. Product: [Cl:11][C:9]1[C:8]([F:12])=[CH:7][C:3]([C:4]([OH:6])=[O:5])=[C:2]([NH:18][C:17]2[CH:19]=[CH:20][C:14]([F:13])=[CH:15][CH:16]=2)[N:10]=1. The catalyst class is: 1. (8) Reactant: IC.[C:3]1([S:9]([C:12]2[CH:30]=[CH:29][C:15]([CH2:16][NH:17][C:18]([C:20]3[CH:21]=[C:22]4[CH:28]=[N:27][NH:26][C:23]4=[N:24][CH:25]=3)=[O:19])=[CH:14][CH:13]=2)(=[O:11])=[O:10])[CH:8]=[CH:7][CH:6]=[CH:5][CH:4]=1.[C:31](=O)([O-])[O-].[K+].[K+]. Product: [CH3:31][N:26]1[C:23]2=[N:24][CH:25]=[C:20]([C:18]([NH:17][CH2:16][C:15]3[CH:29]=[CH:30][C:12]([S:9]([C:3]4[CH:4]=[CH:5][CH:6]=[CH:7][CH:8]=4)(=[O:10])=[O:11])=[CH:13][CH:14]=3)=[O:19])[CH:21]=[C:22]2[CH:28]=[N:27]1. The catalyst class is: 31. (9) Reactant: O[Li].O.[CH3:4][CH:5]([C:7]1[CH:8]=[CH:9][C:10]([O:23][CH2:24][C:25]2[CH:30]=[CH:29][CH:28]=[CH:27][CH:26]=2)=[C:11]([CH:22]=1)[C:12]([O:14]CC1C=CC=CC=1)=[O:13])[CH3:6].C1COCC1.Cl. Product: [CH3:6][CH:5]([C:7]1[CH:8]=[CH:9][C:10]([O:23][CH2:24][C:25]2[CH:26]=[CH:27][CH:28]=[CH:29][CH:30]=2)=[C:11]([CH:22]=1)[C:12]([OH:14])=[O:13])[CH3:4]. The catalyst class is: 84.